From a dataset of Full USPTO retrosynthesis dataset with 1.9M reactions from patents (1976-2016). Predict the reactants needed to synthesize the given product. (1) Given the product [CH2:30]([C:11]1[CH:10]=[C:9]([OH:8])[CH:29]=[CH:28][C:12]=1[O:13][CH2:14][CH2:15][C:16]1[N:17]=[C:18]([C:22]2[CH:27]=[CH:26][C:25]([C:9]3[CH:29]=[CH:28][CH:12]=[CH:11][CH:10]=3)=[CH:24][CH:23]=2)[O:19][C:20]=1[CH3:21])[CH2:31][C:32]1[CH:33]=[CH:34][CH:35]=[CH:36][CH:37]=1, predict the reactants needed to synthesize it. The reactants are: C([O:8][C:9]1[CH:29]=[CH:28][C:12]([O:13][CH2:14][CH2:15][C:16]2[N:17]=[C:18]([C:22]3[CH:27]=[CH:26][CH:25]=[CH:24][CH:23]=3)[O:19][C:20]=2[CH3:21])=[C:11]([CH2:30][CH2:31][C:32]2[CH:37]=[CH:36][CH:35]=[CH:34][CH:33]=2)[CH:10]=1)C1C=CC=CC=1.[H][H]. (2) Given the product [NH2:2][C:1]1[N:17]([C:18]2[CH:19]=[CH:20][CH:21]=[CH:22][CH:23]=2)[C:15]2[N:16]=[C:11]([S:10][CH3:9])[N:12]=[CH:13][C:14]=2[C:24](=[O:25])[C:3]=1[C:4]([NH2:6])=[O:5], predict the reactants needed to synthesize it. The reactants are: [C:1]([CH2:3][C:4]([NH2:6])=[O:5])#[N:2].[H-].[Na+].[CH3:9][S:10][C:11]1[N:16]=[C:15]([NH:17][C:18]2[CH:23]=[CH:22][CH:21]=[CH:20][CH:19]=2)[C:14]([C:24](F)=[O:25])=[CH:13][N:12]=1.Cl. (3) The reactants are: Cl[CH:2]([C:7](=O)[CH2:8][CH3:9])[C:3]([O:5][CH3:6])=[O:4].[CH3:11][C:12]1[CH:17]=[C:16]([CH3:18])[CH:15]=[CH:14][C:13]=1[C:19]1[CH:24]=[C:23]([CH3:25])[N:22]=[N:21][C:20]=1[NH2:26].O. Given the product [CH3:6][O:5][C:3]([C:2]1[N:21]2[N:22]=[C:23]([CH3:25])[CH:24]=[C:19]([C:13]3[CH:14]=[CH:15][C:16]([CH3:18])=[CH:17][C:12]=3[CH3:11])[C:20]2=[N:26][C:7]=1[CH2:8][CH3:9])=[O:4], predict the reactants needed to synthesize it. (4) Given the product [CH3:14][O:13][C:8]1[CH:9]=[C:10]2[C:5](=[CH:6][CH:7]=1)[CH:4]=[C:3]([CH2:2][N:18]1[CH:19]=[CH:20][CH:21]=[C:22]([C:23]([O:25][CH2:26][CH3:27])=[O:24])[C:17]1=[O:16])[CH:12]=[CH:11]2, predict the reactants needed to synthesize it. The reactants are: Br[CH2:2][C:3]1[CH:12]=[CH:11][C:10]2[C:5](=[CH:6][CH:7]=[C:8]([O:13][CH3:14])[CH:9]=2)[CH:4]=1.Cl.[O:16]=[C:17]1[C:22]([C:23]([O:25][CH2:26][CH3:27])=[O:24])=[CH:21][CH:20]=[CH:19][NH:18]1.[H-].[Na+]. (5) Given the product [C:31]([C:12]1[C:11](=[O:33])[N:10]([CH2:9][C:3]2[CH:4]=[CH:5][C:6]([CH3:8])=[CH:7][C:2]=2[CH3:1])[C:15]([C:16]2[CH:17]=[C:18]([C:22]3[CH:26]=[N:25][N:24]([CH2:41][C:42]([O:44][CH2:45][CH3:46])=[O:43])[CH:23]=3)[CH:19]=[CH:20][CH:21]=2)=[CH:14][C:13]=1[C:27]([F:30])([F:29])[F:28])#[N:32], predict the reactants needed to synthesize it. The reactants are: [CH3:1][C:2]1[CH:7]=[C:6]([CH3:8])[CH:5]=[CH:4][C:3]=1[CH2:9][N:10]1[C:15]([C:16]2[CH:21]=[CH:20][CH:19]=[C:18]([C:22]3[CH:23]=[N:24][NH:25][CH:26]=3)[CH:17]=2)=[CH:14][C:13]([C:27]([F:30])([F:29])[F:28])=[C:12]([C:31]#[N:32])[C:11]1=[O:33].C([O-])([O-])=O.[K+].[K+].Br[CH2:41][C:42]([O:44][CH2:45][CH3:46])=[O:43]. (6) Given the product [Cl:1][C:2]1[C:11]([S:12]([NH:24][CH2:22][CH3:23])(=[O:14])=[O:13])=[CH:10][CH:9]=[CH:8][C:3]=1[C:4]([O:6][CH3:7])=[O:5], predict the reactants needed to synthesize it. The reactants are: [Cl:1][C:2]1[C:11]([S:12](Cl)(=[O:14])=[O:13])=[CH:10][CH:9]=[CH:8][C:3]=1[C:4]([O:6][CH3:7])=[O:5].C([O-])([O-])=O.[K+].[K+].[CH2:22]([NH2:24])[CH3:23]. (7) Given the product [F:1][C:2]([F:7])([F:6])[C:3]([O-:5])=[O:4].[CH:22]1[C:23]2[C:18](=[CH:17][C:16]3[C:25]([C:24]=2[CH2:26][N+:27]([CH3:30])([CH3:29])[CH3:28])=[CH:12][CH:13]=[CH:14][CH:15]=3)[CH:19]=[CH:20][CH:21]=1, predict the reactants needed to synthesize it. The reactants are: [F:1][C:2]([F:7])([F:6])[C:3]([OH:5])=[O:4].C(#N)C.[Cl-].[CH:12]1[C:25]2[C:16](=[CH:17][C:18]3[C:23]([C:24]=2[CH2:26][N+:27]([CH3:30])([CH3:29])[CH3:28])=[CH:22][CH:21]=[CH:20][CH:19]=3)[CH:15]=[CH:14][CH:13]=1. (8) Given the product [N:5]1[CH:6]=[CH:7][C:2]([NH:1][N:17]=[C:23]([C:22](=[O:27])[CH3:21])[C:24](=[O:26])[CH3:25])=[CH:3][CH:4]=1, predict the reactants needed to synthesize it. The reactants are: [NH2:1][C:2]1[CH:7]=[CH:6][N:5]=[CH:4][CH:3]=1.P(=O)(O)(O)O.[N+]([O-])(O)=O.[N:17]([O-])=O.[Na+].[CH3:21][C:22](=[O:27])[CH2:23][C:24](=[O:26])[CH3:25].C([O-])(=O)C.[K+].C([O-])([O-])=O.[Na+].[Na+].